Dataset: Forward reaction prediction with 1.9M reactions from USPTO patents (1976-2016). Task: Predict the product of the given reaction. Given the reactants [CH2:1]([O:3][C:4]1[C:9]([C:10]([C:12]2[CH:17]=[CH:16][N:15]=[C:14]([C:18]([F:21])([F:20])[F:19])[CH:13]=2)=[O:11])=[N:8][N:7]([C:22]2[CH:27]=[CH:26][C:25]([F:28])=[CH:24][CH:23]=2)[C:6](=[O:29])[CH:5]=1)[CH3:2].O1CCCC1.[BH4-].[Na+], predict the reaction product. The product is: [CH2:1]([O:3][C:4]1[C:9]([CH:10]([OH:11])[C:12]2[CH:17]=[CH:16][N:15]=[C:14]([C:18]([F:21])([F:20])[F:19])[CH:13]=2)=[N:8][N:7]([C:22]2[CH:23]=[CH:24][C:25]([F:28])=[CH:26][CH:27]=2)[C:6](=[O:29])[CH:5]=1)[CH3:2].